This data is from Full USPTO retrosynthesis dataset with 1.9M reactions from patents (1976-2016). The task is: Predict the reactants needed to synthesize the given product. (1) Given the product [Cl:20][C:19]1[C:14]([N:4]2[CH2:5][CH2:6][CH:7]([C:8]([O:10][CH2:11][CH3:12])=[O:9])[CH:2]([OH:1])[CH2:3]2)=[N:15][CH:16]=[CH:17][CH:18]=1, predict the reactants needed to synthesize it. The reactants are: [OH:1][CH:2]1[CH:7]([C:8]([O:10][CH2:11][CH3:12])=[O:9])[CH2:6][CH2:5][NH:4][CH2:3]1.Br[C:14]1[C:19]([Cl:20])=[CH:18][CH:17]=[CH:16][N:15]=1.C(=O)([O-])[O-].[K+].[K+]. (2) Given the product [C:24]([O:23][C:22]([N:12]1[CH2:11][CH:10]=[C:9]([C:6]2[CH:7]=[CH:8][C:3]([Cl:2])=[CH:4][CH:5]=2)[CH2:14][CH2:13]1)=[O:28])([CH3:27])([CH3:26])[CH3:25], predict the reactants needed to synthesize it. The reactants are: Cl.[Cl:2][C:3]1[CH:8]=[CH:7][C:6]([C:9]2[CH2:10][CH2:11][NH:12][CH2:13][CH:14]=2)=[CH:5][CH:4]=1.C(N(CC)CC)C.[C:22](=O)([O:28]C(C)(C)C)[O:23][C:24]([CH3:27])([CH3:26])[CH3:25]. (3) Given the product [C:20]1([CH3:24])[CH:21]=[CH:22][CH:23]=[C:18]([NH:16][CH2:9][C:10]2[CH:15]=[CH:14][CH:13]=[CH:12][CH:11]=2)[CH:19]=1, predict the reactants needed to synthesize it. The reactants are: [O-]P([O-])([O-])=O.[K+].[K+].[K+].[CH2:9]([NH2:16])[C:10]1[CH:15]=[CH:14][CH:13]=[CH:12][CH:11]=1.I[C:18]1[CH:19]=[C:20]([CH3:24])[CH:21]=[CH:22][CH:23]=1.C(O)CO. (4) The reactants are: [N:1]1[N:5]2[CH:6]=[CH:7][CH:8]=[CH:9][C:4]2=[C:3]([CH2:10][OH:11])[CH:2]=1.[Cr](O[Cr]([O-])(=O)=O)([O-])(=O)=O.[NH+]1C=CC=CC=1.[NH+]1C=CC=CC=1. Given the product [N:1]1[N:5]2[CH:6]=[CH:7][CH:8]=[CH:9][C:4]2=[C:3]([CH:10]=[O:11])[CH:2]=1, predict the reactants needed to synthesize it.